Task: Predict the reaction yield, written as a fraction of the theoretical maximum amount of product (1.0 means a 100% yield; for example, 0.34 means a 34% yield).. Dataset: Reaction yield outcomes from USPTO patents with 853,638 reactions (1) The catalyst is CN(C=O)C.[Cu]I.C1C=CC(P(C2C=CC=CC=2)[C-]2C=CC=C2)=CC=1.C1C=CC(P(C2C=CC=CC=2)[C-]2C=CC=C2)=CC=1.Cl[Pd]Cl.[Fe+2]. The reactants are Br[C:2]1[CH:33]=[C:32]([F:34])[C:5]([CH2:6][S:7][C:8]2[N:9]([C:25]3[CH:30]=[CH:29][C:28]([F:31])=[CH:27][CH:26]=3)[C:10]([C:13]([C:16]3[CH:21]=[CH:20][C:19]([Cl:22])=[C:18]([O:23][CH3:24])[CH:17]=3)([CH3:15])[CH3:14])=[CH:11][N:12]=2)=[C:4]([F:35])[CH:3]=1.[CH2:36]([OH:39])[C:37]#[CH:38].N1CCCC1. The product is [Cl:22][C:19]1[CH:20]=[CH:21][C:16]([C:13]([C:10]2[N:9]([C:25]3[CH:30]=[CH:29][C:28]([F:31])=[CH:27][CH:26]=3)[C:8]([S:7][CH2:6][C:5]3[C:32]([F:34])=[CH:33][C:2]([C:38]#[C:37][CH2:36][OH:39])=[CH:3][C:4]=3[F:35])=[N:12][CH:11]=2)([CH3:15])[CH3:14])=[CH:17][C:18]=1[O:23][CH3:24]. The yield is 0.940. (2) The reactants are [Cl-].[Li+].COC([C:7]1([CH2:27][CH2:28][C:29](=[O:31])[CH3:30])[CH2:16][C@H:15]2[C@@H:10]([CH2:11][CH2:12][C@@:13]3([CH3:25])[C@H:19]([O:20][C:21]([CH3:24])([CH3:23])[CH3:22])[CH2:18][CH2:17][C@@H:14]32)[CH2:9][C:8]1=O)=O.[OH-].[Na+].[NH4+].[Cl-]. The catalyst is CN(C=O)C.CCO. The product is [CH3:22][C:21]([CH3:23])([O:20][C@H:19]1[C@:13]2([CH3:25])[CH2:12][CH2:11][C@@H:10]3[C@@H:15]([C@H:14]2[CH2:17][CH2:18]1)[CH2:16][C@@H:7]1[C:8](=[CH:30][C:29](=[O:31])[CH2:28][CH2:27]1)[CH2:9]3)[CH3:24]. The yield is 0.510. (3) The reactants are [CH3:1][CH:2]1[CH2:6][C:5]2[C:7]([CH3:27])=[C:8]([N:13]3[CH2:18][CH2:17][N:16]([C:19]4[CH:26]=[CH:25][C:22]([C:23]#[N:24])=[CH:21][CH:20]=4)[CH2:15][CH2:14]3)[C:9]([CH3:12])=[C:10]([CH3:11])[C:4]=2[O:3]1.[OH-:28].[K+].O. The catalyst is C(O)(C)(C)C. The product is [CH3:1][CH:2]1[CH2:6][C:5]2[C:7]([CH3:27])=[C:8]([N:13]3[CH2:18][CH2:17][N:16]([C:19]4[CH:20]=[CH:21][C:22]([C:23]([NH2:24])=[O:28])=[CH:25][CH:26]=4)[CH2:15][CH2:14]3)[C:9]([CH3:12])=[C:10]([CH3:11])[C:4]=2[O:3]1. The yield is 0.480.